Dataset: Full USPTO retrosynthesis dataset with 1.9M reactions from patents (1976-2016). Task: Predict the reactants needed to synthesize the given product. (1) Given the product [C:30]1([CH:23]([C:24]2[CH:25]=[CH:26][CH:27]=[CH:28][CH:29]=2)[O:22][CH2:21][CH2:20][N:7]2[CH2:12][CH2:11][NH:10][CH2:9][CH2:8]2)[CH:31]=[CH:32][CH:33]=[CH:34][CH:35]=1, predict the reactants needed to synthesize it. The reactants are: O.O.O.O.O.O.[NH:7]1[CH2:12][CH2:11][NH:10][CH2:9][CH2:8]1.C(=O)([O-])[O-].[K+].[K+].Cl[CH2:20][CH2:21][O:22][CH:23]([C:30]1[CH:35]=[CH:34][CH:33]=[CH:32][CH:31]=1)[C:24]1[CH:29]=[CH:28][CH:27]=[CH:26][CH:25]=1. (2) The reactants are: [Cl:1][C:2]1[CH:7]=[CH:6][C:5]([CH3:8])=[CH:4][C:3]=1[O:9][CH3:10].[Br:11]N1C(=O)CCC1=O. Given the product [Cl:1][C:2]1[CH:7]=[CH:6][C:5]([CH2:8][Br:11])=[CH:4][C:3]=1[O:9][CH3:10], predict the reactants needed to synthesize it. (3) Given the product [F:32][C:20]1[C:19]([C:1]2[CH:6]=[CH:5][CH:4]=[CH:3][CH:2]=2)=[C:28]([CH3:29])[C:27]([C:30]#[N:31])=[C:22]2[C:21]=1[O:25][C:24]([CH3:26])=[N:23]2, predict the reactants needed to synthesize it. The reactants are: [C:1]1(B(O)O)[CH:6]=[CH:5][CH:4]=[CH:3][CH:2]=1.P([O-])([O-])([O-])=O.[K+].[K+].[K+].Br[C:19]1[C:20]([F:32])=[C:21]2[O:25][C:24]([CH3:26])=[N:23][C:22]2=[C:27]([C:30]#[N:31])[C:28]=1[CH3:29]. (4) Given the product [C:1]([C:10]1[CH:22]=[CH:21][C:13]([CH2:14][CH:15]2[CH2:19][CH2:18][CH2:17][C:16]2=[O:20])=[CH:12][CH:11]=1)#[C:2][CH2:3][CH2:4][CH2:5][CH2:6][CH2:7][CH3:8], predict the reactants needed to synthesize it. The reactants are: [CH:1]#[C:2][CH2:3][CH2:4][CH2:5][CH2:6][CH2:7][CH3:8].I[C:10]1[CH:22]=[CH:21][C:13]([CH2:14][CH:15]2[CH2:19][CH2:18][CH2:17][C:16]2=[O:20])=[CH:12][CH:11]=1.